The task is: Predict which catalyst facilitates the given reaction.. This data is from Catalyst prediction with 721,799 reactions and 888 catalyst types from USPTO. (1) Reactant: [CH3:1][C:2]1[O:3][C:4]2[CH:10]=[CH:9][C:8]([C:11]([OH:13])=O)=[CH:7][C:5]=2[N:6]=1.C(Cl)Cl.C(N1C=CN=C1)(N1C=CN=C1)=O.Cl.[CH3:30][NH:31][O:32][CH3:33]. Product: [CH3:33][O:32][N:31]([CH3:30])[C:11]([C:8]1[CH:9]=[CH:10][C:4]2[O:3][C:2]([CH3:1])=[N:6][C:5]=2[CH:7]=1)=[O:13]. The catalyst class is: 801. (2) Reactant: [F:1][C:2]1[CH:25]=[CH:24][C:5]([CH2:6][N:7]2[C:12]([CH3:13])=[CH:11][C:10]([NH:14][CH2:15][C:16]3[CH:21]=[CH:20][C:19]([F:22])=[CH:18][CH:17]=3)=[CH:9][C:8]2=[O:23])=[CH:4][CH:3]=1.C1C(=O)N([Br:33])C(=O)C1. Product: [Br:33][C:9]1[C:8](=[O:23])[N:7]([CH2:6][C:5]2[CH:4]=[CH:3][C:2]([F:1])=[CH:25][CH:24]=2)[C:12]([CH3:13])=[CH:11][C:10]=1[NH:14][CH2:15][C:16]1[CH:17]=[CH:18][C:19]([F:22])=[CH:20][CH:21]=1. The catalyst class is: 2. (3) Product: [F:1][C:2]1[CH:11]=[C:10]2[C:5]([CH:6]=[C:7]([C@@H:19]([NH2:21])[CH3:20])[C:8]([C:12]3[CH:17]=[CH:16][CH:15]=[C:14]([F:18])[CH:13]=3)=[N:9]2)=[CH:4][CH:3]=1. The catalyst class is: 14. Reactant: [F:1][C:2]1[CH:11]=[C:10]2[C:5]([CH:6]=[C:7]([C@@H:19]([N:21]3C(=O)C4C(=CC=CC=4)C3=O)[CH3:20])[C:8]([C:12]3[CH:17]=[CH:16][CH:15]=[C:14]([F:18])[CH:13]=3)=[N:9]2)=[CH:4][CH:3]=1.NN. (4) Reactant: [CH2:1]([O:8][C:9]([N:11]1[CH2:16][CH2:15][CH:14]([CH:17](O)[C:18]2[CH:23]=[CH:22][CH:21]=[CH:20][CH:19]=2)[CH2:13][CH2:12]1)=[O:10])[C:2]1[CH:7]=[CH:6][CH:5]=[CH:4][CH:3]=1.O=S(Cl)[Cl:27]. Product: [Cl:27][CH:17]([C:18]1[CH:23]=[CH:22][CH:21]=[CH:20][CH:19]=1)[CH:14]1[CH2:15][CH2:16][N:11]([C:9]([O:8][CH2:1][C:2]2[CH:7]=[CH:6][CH:5]=[CH:4][CH:3]=2)=[O:10])[CH2:12][CH2:13]1. The catalyst class is: 2. (5) Reactant: [Cl:1][C:2]1[C:10]([Cl:11])=[CH:9][CH:8]=[CH:7][C:3]=1[CH:4]=[N:5][OH:6].Cl[O-].[Na+].[CH3:15][C:16]1[S:17][C:18]2[CH:24]=[CH:23][C:22]([O:25][CH2:26][C@@H:27]([OH:38])[CH2:28][N:29]3[CH2:34][CH2:33][N:32]([CH2:35][C:36]#[CH:37])[CH2:31][CH2:30]3)=[CH:21][C:19]=2[N:20]=1.C(N(CC)CC)C. Product: [Cl:1][C:2]1[C:10]([Cl:11])=[CH:9][CH:8]=[CH:7][C:3]=1[C:4]1[CH:37]=[C:36]([CH2:35][N:32]2[CH2:33][CH2:34][N:29]([CH2:28][C@H:27]([OH:38])[CH2:26][O:25][C:22]3[CH:23]=[CH:24][C:18]4[S:17][C:16]([CH3:15])=[N:20][C:19]=4[CH:21]=3)[CH2:30][CH2:31]2)[O:6][N:5]=1. The catalyst class is: 98. (6) Reactant: [F:1][C@@H:2]1[CH2:6][N:5]([C:7](=[O:15])[CH2:8][NH:9][C:10]([CH3:14])([CH3:13])[CH2:11][OH:12])[C@H:4]([C:16]#[N:17])[CH2:3]1.O.[C:19]1([S:25]([OH:28])(=[O:27])=[O:26])[CH:24]=[CH:23][CH:22]=[CH:21][CH:20]=1.C(OC(C)C)(C)C. Product: [C:19]1([S:25]([OH:28])(=[O:27])=[O:26])[CH:24]=[CH:23][CH:22]=[CH:21][CH:20]=1.[F:1][C@@H:2]1[CH2:6][N:5]([C:7](=[O:15])[CH2:8][NH:9][C:10]([CH3:14])([CH3:13])[CH2:11][OH:12])[C@H:4]([C:16]#[N:17])[CH2:3]1. The catalyst class is: 5. (7) Reactant: Br[CH2:2][CH2:3][CH2:4][OH:5].CN(C)C=O.[CH3:11][O:12][C:13](=[O:21])[C:14]1[CH:19]=[CH:18][C:17]([OH:20])=[CH:16][CH:15]=1.C(=O)([O-])[O-].[K+].[K+]. Product: [CH3:11][O:12][C:13](=[O:21])[C:14]1[CH:19]=[CH:18][C:17]([O:20][CH2:2][CH2:3][CH2:4][OH:5])=[CH:16][CH:15]=1. The catalyst class is: 13. (8) Reactant: [C:1]1([CH3:7])[CH:6]=CC=C[CH:2]=1.[Cl:8][C:9]1[CH:10]=[C:11](C(O)=O)[C:12]2[N:13]([CH:15]=[N:16][N:17]=2)[N:14]=1.C([N:23](CC)CC)C.C1C=CC(P(N=[N+]=[N-])(C2C=CC=CC=2)=O)=CC=1.[C:45]([O:48]CC)(=[O:47])C. Product: [Cl:8][C:9]1[CH:10]=[C:11]([NH:23][C:45](=[O:47])[O:48][C:1]([CH3:7])([CH3:6])[CH3:2])[C:12]2[N:13]([CH:15]=[N:16][N:17]=2)[N:14]=1. The catalyst class is: 878.